This data is from Reaction yield outcomes from USPTO patents with 853,638 reactions. The task is: Predict the reaction yield, written as a fraction of the theoretical maximum amount of product (1.0 means a 100% yield; for example, 0.34 means a 34% yield). (1) The reactants are [Cl:1][C:2]1[CH:9]=[C:8]([C:10]2[NH:14][N:13]=[CH:12][CH:11]=2)[CH:7]=[CH:6][C:3]=1[C:4]#[N:5].O[CH2:16][C@H:17]([NH:19]C(=O)OC(C)(C)C)[CH3:18]. No catalyst specified. The product is [NH2:19][C@H:17]([CH3:18])[CH2:16][N:13]1[CH:12]=[CH:11][C:10]([C:8]2[CH:7]=[CH:6][C:3]([C:4]#[N:5])=[C:2]([Cl:1])[CH:9]=2)=[N:14]1. The yield is 0.170. (2) The catalyst is O1CCOCC1.O.C1C=CC(/C=C/C(/C=C/C2C=CC=CC=2)=O)=CC=1.C1C=CC(/C=C/C(/C=C/C2C=CC=CC=2)=O)=CC=1.C1C=CC(/C=C/C(/C=C/C2C=CC=CC=2)=O)=CC=1.[Pd].[Pd].CO. The product is [CH2:1]([NH:8][C:9]1[C:18]2[C:13](=[CH:14][CH:15]=[C:16]([O:19][CH3:20])[N:17]=2)[N:12]=[CH:11][C:10]=1[OH:48])[C:2]1[CH:7]=[CH:6][CH:5]=[CH:4][CH:3]=1. The reactants are [CH2:1]([NH:8][C:9]1[C:18]2[C:13](=[CH:14][CH:15]=[C:16]([O:19][CH3:20])[N:17]=2)[N:12]=[CH:11][C:10]=1Br)[C:2]1[CH:7]=[CH:6][CH:5]=[CH:4][CH:3]=1.C(C1C=C(C(C)C)C(C2C(C)=C(C)C(C)=C(C)C=2P(C)C)=C(C)C=1)(C)C.[OH-:48].[K+].ClCCl. The yield is 0.360.